Predict the product of the given reaction. From a dataset of Forward reaction prediction with 1.9M reactions from USPTO patents (1976-2016). Given the reactants [OH:1][CH2:2][C:3]1[S:4][CH:5]=[C:6]([C:8]([O:10][CH2:11][CH3:12])=[O:9])[N:7]=1.N1C=CC=CC=1.Cl[C:20]([O:22][CH2:23][C:24]([Cl:27])([Cl:26])[Cl:25])=[O:21], predict the reaction product. The product is: [Cl:25][C:24]([Cl:27])([Cl:26])[CH2:23][O:22][C:20]([O:1][CH2:2][C:3]1[S:4][CH:5]=[C:6]([C:8]([O:10][CH2:11][CH3:12])=[O:9])[N:7]=1)=[O:21].